This data is from Catalyst prediction with 721,799 reactions and 888 catalyst types from USPTO. The task is: Predict which catalyst facilitates the given reaction. (1) Reactant: [CH3:1][O:2][C:3]1[CH:8]=[CH:7][C:6]([O:9]C)=[CH:5][C:4]=1[NH:11][C:12](=[O:18])[O:13][C:14]([CH3:17])([CH3:16])[CH3:15].[C:19](O[IH]C1C=CC=CC=1[IH]OC(=O)C)(=[O:21])C. Product: [CH3:1][O:2][C:3]1([O:21][CH3:19])[C:4]([NH:11][C:12](=[O:18])[O:13][C:14]([CH3:17])([CH3:16])[CH3:15])=[CH:5][C:6](=[O:9])[CH:7]=[CH:8]1. The catalyst class is: 13. (2) Reactant: [NH2:1]/[C:2](=[N:17]\[O:18][C:19]([C:21]1[NH:22][CH:23]=[C:24]([Cl:26])[CH:25]=1)=O)/[C@@H:3]1[CH2:8][N:7]([C:9]([O:11][C:12]([CH3:15])([CH3:14])[CH3:13])=[O:10])[C@H:6]([CH3:16])[CH2:5][CH2:4]1. Product: [Cl:26][C:24]1[CH:25]=[C:21]([C:19]2[O:18][N:17]=[C:2]([C@@H:3]3[CH2:8][N:7]([C:9]([O:11][C:12]([CH3:15])([CH3:14])[CH3:13])=[O:10])[C@H:6]([CH3:16])[CH2:5][CH2:4]3)[N:1]=2)[NH:22][CH:23]=1. The catalyst class is: 11. (3) Reactant: Cl.[CH2:2]([O:4][C:5]([CH:7]1[CH:12]([NH2:13])[CH:11]2[CH2:14][CH:8]1[CH2:9][CH2:10]2)=[O:6])[CH3:3]. Product: [CH2:2]([O:4][C:5]([CH:7]1[CH:12]([NH2:13])[CH:11]2[CH2:14][CH:8]1[CH2:9][CH2:10]2)=[O:6])[CH3:3]. The catalyst class is: 389. (4) Reactant: [O:1]=[C:2]([CH2:8][CH3:9])[CH2:3][C:4]([O:6][CH3:7])=[O:5]. Product: [OH:1][C@@H:2]([CH2:8][CH3:9])[CH2:3][C:4]([O:6][CH3:7])=[O:5]. The catalyst class is: 5. (5) Reactant: Cl[C:2]1[CH:7]=[C:6]([C:8]2[CH:13]=[CH:12][CH:11]=[CH:10][CH:9]=2)[N:5]=[C:4]([N:14]2[CH2:19][CH2:18][CH:17]([OH:20])[CH2:16][CH2:15]2)[N:3]=1.[Cl:21][C:22]1[CH:23]=[C:24]([CH:26]=[CH:27][C:28]=1[O:29][CH3:30])[NH2:25]. Product: [Cl:21][C:22]1[CH:23]=[C:24]([NH:25][C:2]2[CH:7]=[C:6]([C:8]3[CH:13]=[CH:12][CH:11]=[CH:10][CH:9]=3)[N:5]=[C:4]([N:14]3[CH2:19][CH2:18][CH:17]([OH:20])[CH2:16][CH2:15]3)[N:3]=2)[CH:26]=[CH:27][C:28]=1[O:29][CH3:30]. The catalyst class is: 51. (6) The catalyst class is: 19. Reactant: [CH3:1][N:2]1[CH2:6][CH2:5][CH:4]2[N:7]([C:10]3[CH:15]=[CH:14][C:13]([N+:16]([O-])=O)=[CH:12][CH:11]=3)[CH2:8][CH2:9][CH:3]12. Product: [CH3:1][N:2]1[CH:3]2[CH:4]([N:7]([C:10]3[CH:15]=[CH:14][C:13]([NH2:16])=[CH:12][CH:11]=3)[CH2:8][CH2:9]2)[CH2:5][CH2:6]1.